This data is from Full USPTO retrosynthesis dataset with 1.9M reactions from patents (1976-2016). The task is: Predict the reactants needed to synthesize the given product. The reactants are: [OH:1][C:2]1([CH2:25][OH:26])[CH2:7][CH2:6][N:5]([C:8]2[CH:13]=[CH:12][C:11]([N:14]3[CH2:18][C@H:17]([CH2:19][NH:20][C:21](=[O:23])[CH3:22])[O:16][C:15]3=[O:24])=[CH:10][CH:9]=2)[CH2:4][CH2:3]1.C=O.[C:29]1(C)C=CC(S(O)(=O)=O)=CC=1. Given the product [O:1]1[C:2]2([CH2:3][CH2:4][N:5]([C:8]3[CH:9]=[CH:10][C:11]([N:14]4[CH2:18][C@H:17]([CH2:19][NH:20][C:21](=[O:23])[CH3:22])[O:16][C:15]4=[O:24])=[CH:12][CH:13]=3)[CH2:6][CH2:7]2)[CH2:25][O:26][CH2:29]1, predict the reactants needed to synthesize it.